Dataset: Forward reaction prediction with 1.9M reactions from USPTO patents (1976-2016). Task: Predict the product of the given reaction. Given the reactants [C:1](OC(=O)C)(=[O:3])[CH3:2].[C:8]([O:12][C:13]([N:15]1[CH2:20][CH2:19][CH:18]([C:21]2[C:30]3[C:25](=[CH:26][C:27]([O:31][CH:32]4[CH2:35][NH:34][CH2:33]4)=[CH:28][CH:29]=3)[N:24]=[CH:23][N:22]=2)[CH2:17][CH2:16]1)=[O:14])([CH3:11])([CH3:10])[CH3:9], predict the reaction product. The product is: [C:8]([O:12][C:13]([N:15]1[CH2:16][CH2:17][CH:18]([C:21]2[C:30]3[C:25](=[CH:26][C:27]([O:31][CH:32]4[CH2:33][N:34]([C:1](=[O:3])[CH3:2])[CH2:35]4)=[CH:28][CH:29]=3)[N:24]=[CH:23][N:22]=2)[CH2:19][CH2:20]1)=[O:14])([CH3:11])([CH3:9])[CH3:10].